Dataset: NCI-60 drug combinations with 297,098 pairs across 59 cell lines. Task: Regression. Given two drug SMILES strings and cell line genomic features, predict the synergy score measuring deviation from expected non-interaction effect. (1) Drug 1: C1C(C(OC1N2C=C(C(=O)NC2=O)F)CO)O. Drug 2: CC12CCC3C(C1CCC2O)C(CC4=C3C=CC(=C4)O)CCCCCCCCCS(=O)CCCC(C(F)(F)F)(F)F. Cell line: 786-0. Synergy scores: CSS=8.82, Synergy_ZIP=-3.16, Synergy_Bliss=-0.382, Synergy_Loewe=-14.0, Synergy_HSA=-1.45. (2) Synergy scores: CSS=44.8, Synergy_ZIP=5.55, Synergy_Bliss=5.04, Synergy_Loewe=-6.29, Synergy_HSA=6.14. Drug 1: CC(C)(C#N)C1=CC(=CC(=C1)CN2C=NC=N2)C(C)(C)C#N. Drug 2: CC1CCCC2(C(O2)CC(NC(=O)CC(C(C(=O)C(C1O)C)(C)C)O)C(=CC3=CSC(=N3)C)C)C. Cell line: SK-OV-3. (3) Drug 1: CN(CC1=CN=C2C(=N1)C(=NC(=N2)N)N)C3=CC=C(C=C3)C(=O)NC(CCC(=O)O)C(=O)O. Drug 2: CC1CCC2CC(C(=CC=CC=CC(CC(C(=O)C(C(C(=CC(C(=O)CC(OC(=O)C3CCCCN3C(=O)C(=O)C1(O2)O)C(C)CC4CCC(C(C4)OC)O)C)C)O)OC)C)C)C)OC. Cell line: CAKI-1. Synergy scores: CSS=15.8, Synergy_ZIP=-5.24, Synergy_Bliss=-6.63, Synergy_Loewe=-6.94, Synergy_HSA=-3.72. (4) Synergy scores: CSS=41.6, Synergy_ZIP=6.25, Synergy_Bliss=5.76, Synergy_Loewe=-29.6, Synergy_HSA=5.18. Drug 2: C1CN(P(=O)(OC1)NCCCl)CCCl. Drug 1: C1=CC(=C2C(=C1NCCNCCO)C(=O)C3=C(C=CC(=C3C2=O)O)O)NCCNCCO. Cell line: SF-539. (5) Drug 1: CN1C2=C(C=C(C=C2)N(CCCl)CCCl)N=C1CCCC(=O)O.Cl. Drug 2: C1C(C(OC1N2C=NC(=NC2=O)N)CO)O. Cell line: SW-620. Synergy scores: CSS=12.7, Synergy_ZIP=-0.410, Synergy_Bliss=-1.54, Synergy_Loewe=-7.87, Synergy_HSA=-0.616. (6) Drug 1: CC1=C(C=C(C=C1)NC(=O)C2=CC=C(C=C2)CN3CCN(CC3)C)NC4=NC=CC(=N4)C5=CN=CC=C5. Drug 2: CC1=C(C(=CC=C1)Cl)NC(=O)C2=CN=C(S2)NC3=CC(=NC(=N3)C)N4CCN(CC4)CCO. Cell line: A498. Synergy scores: CSS=0.861, Synergy_ZIP=3.12, Synergy_Bliss=3.34, Synergy_Loewe=-9.82, Synergy_HSA=-4.14. (7) Drug 1: CC(C1=C(C=CC(=C1Cl)F)Cl)OC2=C(N=CC(=C2)C3=CN(N=C3)C4CCNCC4)N. Drug 2: COC1=NC(=NC2=C1N=CN2C3C(C(C(O3)CO)O)O)N. Cell line: IGROV1. Synergy scores: CSS=-2.57, Synergy_ZIP=0.438, Synergy_Bliss=-0.480, Synergy_Loewe=-7.93, Synergy_HSA=-2.81.